This data is from Catalyst prediction with 721,799 reactions and 888 catalyst types from USPTO. The task is: Predict which catalyst facilitates the given reaction. (1) Reactant: [Br:1][C:2]1[C:6]2[CH2:7][N:8]([C:11](OC(C)(C)C)=[O:12])[CH2:9][CH2:10][C:5]=2[N:4]([CH:18]2[CH2:22][CH2:21][O:20][CH2:19]2)[N:3]=1.[C:23](O)(C(F)(F)F)=O.C(OC(=O)C)(=O)C. Product: [Br:1][C:2]1[C:6]2[CH2:7][N:8]([C:11](=[O:12])[CH3:23])[CH2:9][CH2:10][C:5]=2[N:4]([CH:18]2[CH2:22][CH2:21][O:20][CH2:19]2)[N:3]=1. The catalyst class is: 2. (2) Reactant: [CH3:1][O:2][C:3]([C:5]1([S:18]([C:21]2[CH:26]=[CH:25][C:24]([O:27][CH2:28][C:29]#[C:30][CH3:31])=[CH:23][CH:22]=2)(=[O:20])=[O:19])[CH2:10][CH2:9][N:8](C(OC(C)(C)C)=O)[CH2:7][CH2:6]1)=[O:4].Cl. Product: [CH3:1][O:2][C:3]([C:5]1([S:18]([C:21]2[CH:22]=[CH:23][C:24]([O:27][CH2:28][C:29]#[C:30][CH3:31])=[CH:25][CH:26]=2)(=[O:20])=[O:19])[CH2:10][CH2:9][NH:8][CH2:7][CH2:6]1)=[O:4]. The catalyst class is: 2.